This data is from Full USPTO retrosynthesis dataset with 1.9M reactions from patents (1976-2016). The task is: Predict the reactants needed to synthesize the given product. (1) Given the product [Cl:18][C:19]1[CH:20]=[CH:21][C:22]([CH2:25][O:26][C:27]2[CH:32]=[CH:31][N:30]([C:2]3[CH:7]=[N:6][C:5]([N:8]4[CH2:12][CH2:11][CH:10]([NH:13][CH2:14][CH2:15][O:16][CH3:17])[CH2:9]4)=[CH:4][CH:3]=3)[C:29](=[O:33])[CH:28]=2)=[N:23][CH:24]=1, predict the reactants needed to synthesize it. The reactants are: Br[C:2]1[CH:3]=[CH:4][C:5]([N:8]2[CH2:12][CH2:11][CH:10]([NH:13][CH2:14][CH2:15][O:16][CH3:17])[CH2:9]2)=[N:6][CH:7]=1.[Cl:18][C:19]1[CH:20]=[CH:21][C:22]([CH2:25][O:26][C:27]2[CH:32]=[CH:31][NH:30][C:29](=[O:33])[CH:28]=2)=[N:23][CH:24]=1.[Na+].[I-].C([O-])([O-])=O.[K+].[K+].[C@@H]1(N)CCCC[C@H]1N. (2) Given the product [CH3:31][CH:30]([CH3:32])[C:29]([NH:28][C:24]1[CH:25]=[CH:26][CH:27]=[C:22]([CH:19]2[CH2:18][CH2:17][N:16]([CH2:15][CH2:14][CH2:13][NH:12][C:2]([NH:1][C:4]3[CH:9]=[CH:8][CH:7]=[CH:6][C:5]=3[S:10][CH3:11])=[O:3])[CH2:21][CH2:20]2)[CH:23]=1)=[O:33], predict the reactants needed to synthesize it. The reactants are: [N:1]([C:4]1[CH:9]=[CH:8][CH:7]=[CH:6][C:5]=1[S:10][CH3:11])=[C:2]=[O:3].[NH2:12][CH2:13][CH2:14][CH2:15][N:16]1[CH2:21][CH2:20][CH:19]([C:22]2[CH:23]=[C:24]([NH:28][C:29](=[O:33])[CH:30]([CH3:32])[CH3:31])[CH:25]=[CH:26][CH:27]=2)[CH2:18][CH2:17]1. (3) Given the product [Cl:1][C:2]1[CH:11]=[CH:10][CH:9]=[C:8]2[C:3]=1[CH:4]=[CH:5][C:6]([N:12]1[CH2:17][CH2:16][CH:15]([CH2:18][CH2:19][NH:20][C:21](=[O:26])[O:22][CH2:23][C:24]([NH:28][CH3:27])=[O:25])[CH2:14][CH2:13]1)=[N:7]2, predict the reactants needed to synthesize it. The reactants are: [Cl:1][C:2]1[CH:11]=[CH:10][CH:9]=[C:8]2[C:3]=1[CH:4]=[CH:5][C:6]([N:12]1[CH2:17][CH2:16][CH:15]([CH2:18][CH2:19][N:20]3[C:24](=[O:25])[CH2:23][O:22][C:21]3=[O:26])[CH2:14][CH2:13]1)=[N:7]2.[CH3:27][NH2:28]. (4) Given the product [CH3:14][N:15]([CH3:35])[C:16]1[CH:25]=[C:24]2[C:19]([C:20]([C:13]#[C:12][Si:9]([CH3:11])([CH3:10])[CH3:8])=[CH:21][C:22](=[O:26])[O:23]2)=[CH:18][CH:17]=1, predict the reactants needed to synthesize it. The reactants are: CCN(CC)CC.[CH3:8][Si:9]([C:12]#[CH:13])([CH3:11])[CH3:10].[CH3:14][N:15]([CH3:35])[C:16]1[CH:25]=[C:24]2[C:19]([C:20](OS(C(F)(F)F)(=O)=O)=[CH:21][C:22](=[O:26])[O:23]2)=[CH:18][CH:17]=1. (5) Given the product [CH3:25][S:24][C:18]1[CH:17]=[C:16]([CH2:15][CH2:14][N:11]2[CH2:10][CH2:9][NH:8][CH2:13][CH2:12]2)[CH:21]=[CH:20][C:19]=1[C:22]#[N:23], predict the reactants needed to synthesize it. The reactants are: C(OC([N:8]1[CH2:13][CH2:12][N:11]([CH2:14][CH2:15][C:16]2[CH:21]=[CH:20][C:19]([C:22]#[N:23])=[C:18]([S:24][CH3:25])[CH:17]=2)[CH2:10][CH2:9]1)=O)(C)(C)C.C(O)(C(F)(F)F)=O.